This data is from Forward reaction prediction with 1.9M reactions from USPTO patents (1976-2016). The task is: Predict the product of the given reaction. (1) Given the reactants C(=O)([O-])[O-].[Na+].[Na+].Br[C:8]1[CH:16]=[CH:15][C:11]([C:12]([OH:14])=[O:13])=[CH:10][CH:9]=1.[CH2:17]([O:24][C:25]1[CH:26]=[C:27](B(O)O)[CH:28]=[CH:29][C:30]=1[O:31][CH2:32][C:33]1[CH:38]=[CH:37][CH:36]=[CH:35][CH:34]=1)[C:18]1[CH:23]=[CH:22][CH:21]=[CH:20][CH:19]=1.C1(P(C2C=CC=CC=2)C2C=CC=CC=2)C=CC=CC=1.C(N(CC)CC)C.Cl, predict the reaction product. The product is: [CH2:17]([O:24][C:25]1[CH:26]=[C:27]([C:8]2[CH:16]=[CH:15][C:11]([C:12]([OH:14])=[O:13])=[CH:10][CH:9]=2)[CH:28]=[CH:29][C:30]=1[O:31][CH2:32][C:33]1[CH:38]=[CH:37][CH:36]=[CH:35][CH:34]=1)[C:18]1[CH:19]=[CH:20][CH:21]=[CH:22][CH:23]=1. (2) Given the reactants [CH2:1]([O:8][C:9]([NH:11][S:12]([C:15]1[CH:23]=[CH:22][C:18]([C:19](O)=[O:20])=[CH:17][CH:16]=1)(=[O:14])=[O:13])=[O:10])[C:2]1[CH:7]=[CH:6][CH:5]=[CH:4][CH:3]=1.C(Cl)(=O)C([Cl:27])=O, predict the reaction product. The product is: [CH2:1]([O:8][C:9](=[O:10])[NH:11][S:12]([C:15]1[CH:23]=[CH:22][C:18]([C:19]([Cl:27])=[O:20])=[CH:17][CH:16]=1)(=[O:14])=[O:13])[C:2]1[CH:7]=[CH:6][CH:5]=[CH:4][CH:3]=1. (3) Given the reactants [OH:1][C:2]1[CH:7]=[CH:6][N:5]=[CH:4][C:3]=1[NH2:8].C(N(CC)CC)C.[Br:16][C:17]1[CH:25]=[CH:24][C:20]([C:21](Cl)=O)=[CH:19][CH:18]=1.ClC(Cl)(Cl)C(Cl)(Cl)Cl.C1(P(C2C=CC=CC=2)C2C=CC=CC=2)C=CC=CC=1, predict the reaction product. The product is: [Br:16][C:17]1[CH:25]=[CH:24][C:20]([C:21]2[O:1][C:2]3[CH:7]=[CH:6][N:5]=[CH:4][C:3]=3[N:8]=2)=[CH:19][CH:18]=1. (4) The product is: [CH2:18]([O:17][C:15]([N:6]1[CH2:7][C@H:8]([O:10][Si:11]([CH3:12])([CH3:13])[CH3:14])[CH2:9][C@H:5]1[CH2:3][OH:2])=[O:16])[C:19]1[CH:24]=[CH:23][CH:22]=[CH:21][CH:20]=1. Given the reactants C[O:2][C:3]([C@@H:5]1[CH2:9][C@@H:8]([O:10][Si:11]([CH3:14])([CH3:13])[CH3:12])[CH2:7][N:6]1[C:15]([O:17][CH2:18][C:19]1[CH:24]=[CH:23][CH:22]=[CH:21][CH:20]=1)=[O:16])=O.[Li+].[BH4-], predict the reaction product. (5) Given the reactants [F:1][C:2]([F:31])([F:30])[C:3]1[CH:4]=[C:5]([CH:23]=[C:24]([C:26]([F:29])([F:28])[F:27])[CH:25]=1)[CH2:6][N:7]1[CH2:14][CH2:13][CH2:12][NH:11][C:10]2[N:15]=[C:16]([S:20][CH3:21])[N:17]=[C:18](Cl)[C:9]=2[C:8]1=[O:22].[CH3:32][C:33]1[CH:38]=[CH:37][CH:36]=[CH:35][C:34]=1OB(O)O, predict the reaction product. The product is: [F:1][C:2]([F:31])([F:30])[C:3]1[CH:4]=[C:5]([CH:23]=[C:24]([C:26]([F:29])([F:28])[F:27])[CH:25]=1)[CH2:6][N:7]1[CH2:14][CH2:13][CH2:12][NH:11][C:10]2[N:15]=[C:16]([S:20][CH3:21])[N:17]=[C:18]([C:34]3[CH:35]=[CH:36][CH:37]=[CH:38][C:33]=3[CH3:32])[C:9]=2[C:8]1=[O:22]. (6) Given the reactants I.[NH2:2][CH:3]([S:10][CH3:11])/[N:4]=[C:5](/N(C)C)\[CH3:6].Cl[C:13](=[O:20])[CH2:14][C:15]([O:17][CH2:18][CH3:19])=[O:16].C(N(CC)CC)C, predict the reaction product. The product is: [CH3:6][C:5]1[N:4]=[C:3]([S:10][CH3:11])[NH:2][C:13](=[O:20])[C:14]=1[C:15]([O:17][CH2:18][CH3:19])=[O:16]. (7) Given the reactants [NH2:1][C:2]1[C:7]([C:8]2[CH:13]=[CH:12][C:11]([OH:14])=[CH:10][CH:9]=2)=[CH:6][CH:5]=[CH:4][N:3]=1.[Cl:15][C:16]1[CH:21]=[CH:20][CH:19]=[C:18](I)[CH:17]=1.N1C=CC=CC=1C.P([O-])([O-])([O-])=O.[K+].[K+].[K+], predict the reaction product. The product is: [Cl:15][C:16]1[CH:17]=[C:18]([CH:19]=[CH:20][CH:21]=1)[O:14][C:11]1[CH:12]=[CH:13][C:8]([C:7]2[C:2]([NH2:1])=[N:3][CH:4]=[CH:5][CH:6]=2)=[CH:9][CH:10]=1. (8) The product is: [CH2:1]([C:8]1[NH:17][C:11]2=[N:12][CH:13]=[C:14]([C:29]#[C:28][CH2:27][CH2:26][C:25]#[N:30])[CH:15]=[C:10]2[N:9]=1)[C:2]1[CH:7]=[CH:6][CH:5]=[CH:4][CH:3]=1. Given the reactants [CH2:1]([C:8]1[NH:17][C:11]2=[N:12][CH:13]=[C:14](Br)[CH:15]=[C:10]2[N:9]=1)[C:2]1[CH:7]=[CH:6][CH:5]=[CH:4][CH:3]=1.CCN(CC)CC.[C:25](#[N:30])[CH2:26][CH2:27][C:28]#[CH:29], predict the reaction product. (9) Given the reactants [C:1](Cl)(=[O:8])[C:2]1[CH:7]=[CH:6][CH:5]=[CH:4][CH:3]=1.[OH:10][CH:11]1[CH:25]([N:26]2[CH2:31][CH2:30][CH:29]([CH3:32])[CH2:28][CH2:27]2)[C:24]2=[CH:33][CH:21]([O:22][C:23]2=[O:34])[CH:20]2[CH:16]([O:17][C:18](=[O:36])[CH:19]2[CH3:35])[CH2:15][C:14]2([CH3:37])[CH:12]1[O:13]2.C(OC1C(N2CCC(C)CC2)C2=CC(OC2=O)C2C(OC(=O)C2C)CC2(C)C1O2)(=O)C, predict the reaction product. The product is: [CH3:35][CH:19]1[C:18](=[O:36])[O:17][CH:16]2[CH:20]1[CH:21]1[CH:33]=[C:24]([CH:25]([N:26]3[CH2:31][CH2:30][CH:29]([CH3:32])[CH2:28][CH2:27]3)[CH:11]([O:10][C:1]([C:2]3[CH:7]=[CH:6][CH:5]=[CH:4][CH:3]=3)=[O:8])[CH:12]3[C:14]([CH3:37])([CH2:15]2)[O:13]3)[C:23](=[O:34])[O:22]1.